This data is from NCI-60 drug combinations with 297,098 pairs across 59 cell lines. The task is: Regression. Given two drug SMILES strings and cell line genomic features, predict the synergy score measuring deviation from expected non-interaction effect. (1) Drug 1: C1CCN(CC1)CCOC2=CC=C(C=C2)C(=O)C3=C(SC4=C3C=CC(=C4)O)C5=CC=C(C=C5)O. Drug 2: CN(C)C1=NC(=NC(=N1)N(C)C)N(C)C. Cell line: HCT-15. Synergy scores: CSS=0.274, Synergy_ZIP=0.585, Synergy_Bliss=0.545, Synergy_Loewe=-7.33, Synergy_HSA=-3.65. (2) Drug 1: CN1C(=O)N2C=NC(=C2N=N1)C(=O)N. Drug 2: N.N.Cl[Pt+2]Cl. Cell line: A549. Synergy scores: CSS=33.3, Synergy_ZIP=2.35, Synergy_Bliss=3.11, Synergy_Loewe=-18.1, Synergy_HSA=1.62.